This data is from Forward reaction prediction with 1.9M reactions from USPTO patents (1976-2016). The task is: Predict the product of the given reaction. Given the reactants [NH2:1][C:2]1[CH:9]=[CH:8][C:5]([CH2:6][OH:7])=[CH:4][CH:3]=1.[C:10]([NH:17][CH2:18][C:19](O)=[O:20])([O:12][C:13]([CH3:16])([CH3:15])[CH3:14])=[O:11].ON1C2C=CC=CC=2N=N1.C(N(CC)C(C)C)(C)C, predict the reaction product. The product is: [C:13]([O:12][C:10]([NH:17][CH2:18][C:19]([NH:1][C:2]1[CH:9]=[CH:8][C:5]([CH2:6][OH:7])=[CH:4][CH:3]=1)=[O:20])=[O:11])([CH3:16])([CH3:15])[CH3:14].